From a dataset of Forward reaction prediction with 1.9M reactions from USPTO patents (1976-2016). Predict the product of the given reaction. (1) The product is: [Br:21][C:14]1[N:4]2[C:5]3[C:10]([N:11]=[C:2]([Cl:1])[C:3]2=[C:16]([C:17]([F:20])([F:18])[F:19])[N:15]=1)=[CH:9][CH:8]=[C:7]([O:12][CH3:13])[N:6]=3. Given the reactants [Cl:1][C:2]1[C:3]2[N:4]([CH:14]=[N:15][C:16]=2[C:17]([F:20])([F:19])[F:18])[C:5]2[C:10]([N:11]=1)=[CH:9][CH:8]=[C:7]([O:12][CH3:13])[N:6]=2.[Br:21]N1C(=O)CCC1=O.S([O-])([O-])=O.[Na+].[Na+], predict the reaction product. (2) Given the reactants [C:1]([OH:12])(=[O:11])[C:2]1[CH:10]=[C:8]([OH:9])[C:6]([OH:7])=[C:4]([OH:5])[CH:3]=1.[C:13]1(O)[C:22]2[C:17](=[CH:18][CH:19]=[CH:20][CH:21]=2)[CH:16]=[C:15]([OH:23])[CH:14]=1, predict the reaction product. The product is: [OH:5][C:4]1[CH:3]=[C:2]([CH:10]=[C:8]([OH:9])[C:6]=1[OH:7])[C:1]([O:12][C:13]1[C:22]2[CH2:21][CH2:20][CH2:19][CH2:18][C:17]=2[CH:16]=[C:15]([O:23][C:1](=[O:11])[C:2]2[CH:10]=[C:8]([OH:9])[C:6]([OH:7])=[C:4]([OH:5])[CH:3]=2)[CH:14]=1)=[O:11]. (3) Given the reactants C[C:2]1[CH:15]=[CH:14][C:5]([C:6]([C:8]2[CH:13]=[CH:12]C=[CH:10][CH:9]=2)=[O:7])=[CH:4][CH:3]=1.[CH3:16][C:17]([OH:19])=[O:18].OS(O)(=O)=O, predict the reaction product. The product is: [C:6]([C:8]1[CH:13]=[CH:12][C:16]([C:17]([OH:19])=[O:18])=[CH:10][CH:9]=1)(=[O:7])[C:5]1[CH:14]=[CH:15][CH:2]=[CH:3][CH:4]=1.